The task is: Predict the reaction yield, written as a fraction of the theoretical maximum amount of product (1.0 means a 100% yield; for example, 0.34 means a 34% yield).. This data is from Reaction yield outcomes from USPTO patents with 853,638 reactions. (1) The reactants are C[C:2]1[C:6]2[N:7]=[CH:8][NH:9][C:10](=O)[C:5]=2[S:4][CH:3]=1.C(=O)(O)[O-].[Na+].P(Cl)(Cl)([Cl:19])=O. No catalyst specified. The product is [Cl:19][C:10]1[C:5]2[S:4][CH:3]=[CH:2][C:6]=2[N:7]=[CH:8][N:9]=1. The yield is 0.970. (2) The yield is 0.430. The product is [ClH:25].[C:18]1([C:6]2([CH:16]3[CH2:30][NH:27][CH2:34][CH2:33]3)[CH2:7][CH2:8][C:9]3([O:10][CH2:11][CH2:12][O:13]3)[CH2:14][CH2:15]2)[CH:23]=[CH:22][CH:21]=[CH:20][CH:19]=1. The reactants are N1([C:6]2([C:16]#N)[CH2:15][CH2:14][C:9]3([O:13][CH2:12][CH2:11][O:10]3)[CH2:8][CH2:7]2)CCCC1.[C:18]1([Mg][Cl:25])[CH:23]=[CH:22][CH:21]=[CH:20][CH:19]=1.[Cl-].[NH4+:27].Cl[Si](C)(C)[CH3:30].[CH2:33]1COC[CH2:34]1. No catalyst specified. (3) The reactants are [CH2:1]([NH:3][C:4]([N:17]1[CH:21]([C:22]2[CH:27]=[CH:26][CH:25]=[CH:24][CH:23]=2)[CH2:20][CH:19]=[N:18]1)=[N:5][S:6]([C:9]1[CH:14]=[CH:13][C:12]([O:15]C)=[CH:11][CH:10]=1)(=[O:8])=[O:7])[CH3:2].B(Br)(Br)Br. The catalyst is C(Cl)Cl. The product is [CH2:1]([NH:3][C:4]([N:17]1[CH:21]([C:22]2[CH:27]=[CH:26][CH:25]=[CH:24][CH:23]=2)[CH2:20][CH:19]=[N:18]1)=[N:5][S:6]([C:9]1[CH:10]=[CH:11][C:12]([OH:15])=[CH:13][CH:14]=1)(=[O:8])=[O:7])[CH3:2]. The yield is 0.340.